This data is from Reaction yield outcomes from USPTO patents with 853,638 reactions. The task is: Predict the reaction yield, written as a fraction of the theoretical maximum amount of product (1.0 means a 100% yield; for example, 0.34 means a 34% yield). (1) The reactants are O.[S-2].[Na+].[Na+].[S].[CH2:6]([O:8][C:9]1[CH:14]=[CH:13][CH:12]=[CH:11][C:10]=1[C:15]1[CH:20]=[CH:19][C:18]([N+:21]([O-])=O)=[CH:17][C:16]=1[N+:24]([O-:26])=[O:25])[CH3:7].[Na+].[Cl-]. The catalyst is O. The product is [CH2:6]([O:8][C:9]1[CH:14]=[CH:13][CH:12]=[CH:11][C:10]=1[C:15]1[CH:20]=[CH:19][C:18]([NH2:21])=[CH:17][C:16]=1[N+:24]([O-:26])=[O:25])[CH3:7]. The yield is 0.950. (2) The reactants are Cl[C:2]1[N:3]=[C:4]([O:11][C:12]2[C:17]([CH3:18])=[CH:16][C:15]([CH:19]3[CH2:21][CH2:20]3)=[CH:14][C:13]=2[CH3:22])[C:5]2[CH:10]=[CH:9][NH:8][C:6]=2[N:7]=1.[NH2:23][C:24]1[CH:31]=[CH:30][C:27]([C:28]#[N:29])=[CH:26][CH:25]=1.FC(F)(F)C(O)=O. The catalyst is FC(F)(F)CO.CCOC(C)=O. The product is [CH:19]1([C:15]2[CH:16]=[C:17]([CH3:18])[C:12]([O:11][C:4]3[C:5]4[CH:10]=[CH:9][NH:8][C:6]=4[N:7]=[C:2]([NH:23][C:24]4[CH:31]=[CH:30][C:27]([C:28]#[N:29])=[CH:26][CH:25]=4)[N:3]=3)=[C:13]([CH3:22])[CH:14]=2)[CH2:21][CH2:20]1. The yield is 0.160. (3) The reactants are [CH3:1][C:2]1[CH:7]=[C:6]([CH3:8])[CH:5]=[CH:4][C:3]=1[N:9]1[CH2:14][CH2:13][N:12]([C:15]2[CH:16]=[C:17]([CH:21]3[C:30]([CH3:32])([CH3:31])[CH2:29][C:28]4[C:23](=[CH:24][CH:25]=[C:26]([C:33](O)=[O:34])[CH:27]=4)[NH:22]3)[CH:18]=[CH:19][CH:20]=2)[CH2:11][CH2:10]1.[CH3:36][S:37]([NH2:40])(=[O:39])=[O:38]. The catalyst is CN(C)C1C=CN=CC=1.ClCCl. The product is [CH3:1][C:2]1[CH:7]=[C:6]([CH3:8])[CH:5]=[CH:4][C:3]=1[N:9]1[CH2:14][CH2:13][N:12]([C:15]2[CH:16]=[C:17]([CH:21]3[C:30]([CH3:31])([CH3:32])[CH2:29][C:28]4[C:23](=[CH:24][CH:25]=[C:26]([C:33]([NH:40][S:37]([CH3:36])(=[O:39])=[O:38])=[O:34])[CH:27]=4)[NH:22]3)[CH:18]=[CH:19][CH:20]=2)[CH2:11][CH2:10]1. The yield is 0.300.